Dataset: Reaction yield outcomes from USPTO patents with 853,638 reactions. Task: Predict the reaction yield, written as a fraction of the theoretical maximum amount of product (1.0 means a 100% yield; for example, 0.34 means a 34% yield). (1) The reactants are [CH:1]1([CH2:6][CH:7]([C:11]2[CH:16]=[CH:15][C:14]([Cl:17])=[C:13]([Cl:18])[CH:12]=2)[C:8]([OH:10])=O)[CH2:5][CH2:4][CH2:3][CH2:2]1.C(Cl)(=O)C(Cl)=O.[NH2:25][C:26]1[N:31]=[CH:30][CH:29]=[CH:28][N:27]=1. The catalyst is C(Cl)Cl.CN(C)C=O. The product is [CH:1]1([CH2:6][CH:7]([C:11]2[CH:16]=[CH:15][C:14]([Cl:17])=[C:13]([Cl:18])[CH:12]=2)[C:8]([NH:25][C:26]2[N:31]=[CH:30][CH:29]=[CH:28][N:27]=2)=[O:10])[CH2:2][CH2:3][CH2:4][CH2:5]1. The yield is 0.670. (2) The reactants are C(OC([N:8]1[CH2:12][C@@H:11]([S:13][CH2:14][C:15]2[CH:20]=[CH:19][CH:18]=[CH:17][CH:16]=2)[CH2:10][C@H:9]1[C:21]([O:23]C(C)(C)C)=[O:22])=O)(C)(C)C.FC(F)(F)C(O)=O. The catalyst is ClCCl. The product is [NH3:8].[CH2:14]([S:13][C@@H:11]1[CH2:12][NH:8][C@H:9]([C:21]([OH:23])=[O:22])[CH2:10]1)[C:15]1[CH:20]=[CH:19][CH:18]=[CH:17][CH:16]=1. The yield is 0.100. (3) The reactants are [C:1](=[O:12])(OC(Cl)(Cl)Cl)[O:2][C:3](Cl)(Cl)Cl.[NH2:13][C:14]1C=[CH:18][CH:17]=[CH:16][C:15]=1O.C(N(CC)CC)C. The catalyst is ClCCl.O.C(O)C. The product is [O:2]1[C:3]2[CH:18]=[CH:17][CH:16]=[CH:15][C:14]=2[NH:13][C:1]1=[O:12]. The yield is 0.480. (4) The reactants are [Cl:1][C:2]1[CH:3]=[C:4]([C:15](=[O:17])[CH3:16])[CH:5]=[CH:6][C:7]=1[S:8][CH:9]1[CH2:14][CH2:13][O:12][CH2:11][CH2:10]1.[OH:18]OS([O-])=O.[K+].[OH2:24]. The catalyst is CO.O1CCCC1. The product is [Cl:1][C:2]1[CH:3]=[C:4]([C:15](=[O:17])[CH3:16])[CH:5]=[CH:6][C:7]=1[S:8]([CH:9]1[CH2:10][CH2:11][O:12][CH2:13][CH2:14]1)(=[O:18])=[O:24]. The yield is 0.670. (5) The reactants are [N+:1]([C:4]1[CH:5]=[C:6]([C:10]([C:12]2[CH:17]=[CH:16][CH:15]=[CH:14][CH:13]=2)=[O:11])[CH:7]=[CH:8][CH:9]=1)([O-:3])=[O:2].[Al](C)(C)[CH3:19].CCCCCCC.CC(O)=O. The catalyst is C1(C)C=CC=CC=1. The product is [N+:1]([C:4]1[CH:5]=[C:6]([C:10]([C:12]2[CH:17]=[CH:16][CH:15]=[CH:14][CH:13]=2)([OH:11])[CH3:19])[CH:7]=[CH:8][CH:9]=1)([O-:3])=[O:2]. The yield is 0.470.